Dataset: Reaction yield outcomes from USPTO patents with 853,638 reactions. Task: Predict the reaction yield, written as a fraction of the theoretical maximum amount of product (1.0 means a 100% yield; for example, 0.34 means a 34% yield). (1) The reactants are Cl.C(O[C:5]([C:7]1[CH:8]=[C:9]2[C:13](=[CH:14][CH:15]=1)[NH:12][N:11]=[C:10]2[C:16]1[CH:21]=[CH:20][C:19]([F:22])=[CH:18][CH:17]=1)=[NH:6])C.NNC([CH:27]1[CH2:31][CH2:30][CH2:29][NH:28]1)=O.C[O-].[Na+].O=[C:36]1[CH:40]=C[N:38]=[N:37]1. The catalyst is CO. The product is [F:22][C:19]1[CH:18]=[CH:17][C:16]([C:10]2[C:9]3[C:13](=[CH:14][CH:15]=[C:7]([C:5]4[N:6]=[C:36]([CH2:40][N:28]5[CH2:27][CH2:31][CH2:30][CH2:29]5)[NH:37][N:38]=4)[CH:8]=3)[NH:12][N:11]=2)=[CH:21][CH:20]=1. The yield is 0.0500. (2) The reactants are [OH:1][C@@H:2]1[CH2:6][CH2:5][O:4][C:3]1=[O:7].N1C=CN=C1.[Si:13](Cl)([C:26]([CH3:29])([CH3:28])[CH3:27])([C:20]1[CH:25]=[CH:24][CH:23]=[CH:22][CH:21]=1)[C:14]1[CH:19]=[CH:18][CH:17]=[CH:16][CH:15]=1. The catalyst is C(Cl)Cl. The product is [Si:13]([O:1][C@@H:2]1[CH2:6][CH2:5][O:4][C:3]1=[O:7])([C:26]([CH3:29])([CH3:28])[CH3:27])([C:20]1[CH:21]=[CH:22][CH:23]=[CH:24][CH:25]=1)[C:14]1[CH:19]=[CH:18][CH:17]=[CH:16][CH:15]=1. The yield is 0.930. (3) The reactants are [CH2:1]([O:8][C:9]([NH:11][CH2:12][C:13]([OH:15])=O)=[O:10])[C:2]1[CH:7]=[CH:6][CH:5]=[CH:4][CH:3]=1.CN(C(ON1N=NC2C=CC=NC1=2)=[N+](C)C)C.F[P-](F)(F)(F)(F)F.CC[N:42]([CH:46]([CH3:48])[CH3:47])[CH:43]([CH3:45])[CH3:44].Cl.C12NC(CC1)CC2. The catalyst is ClCCl. The product is [CH2:1]([O:8][C:9](=[O:10])[NH:11][CH2:12][C:13]([N:42]1[CH:43]2[CH2:44][CH2:47][CH:46]1[CH2:48][CH2:45]2)=[O:15])[C:2]1[CH:3]=[CH:4][CH:5]=[CH:6][CH:7]=1. The yield is 0.910. (4) The reactants are [CH3:1][O:2][C:3]1[CH:4]=[C:5]2[C:10](=[CH:11][C:12]=1[O:13][CH3:14])[N:9]=[CH:8][CH:7]=[C:6]2[O:15][C:16]1[CH:22]=[CH:21][C:19]([NH2:20])=[C:18]([CH3:23])[C:17]=1[CH3:24].ClC(Cl)(O[C:29](=[O:35])OC(Cl)(Cl)Cl)Cl.[NH2:37][C:38]1[N:43]=[C:42]([CH3:44])[C:41]([Br:45])=[CH:40][CH:39]=1.CO. The catalyst is C(Cl)(Cl)Cl.C(N(CC)CC)C.ClCCl. The product is [Br:45][C:41]1[CH:40]=[CH:39][C:38]([NH:37][C:29]([NH:20][C:19]2[CH:21]=[CH:22][C:16]([O:15][C:6]3[C:5]4[C:10](=[CH:11][C:12]([O:13][CH3:14])=[C:3]([O:2][CH3:1])[CH:4]=4)[N:9]=[CH:8][CH:7]=3)=[C:17]([CH3:24])[C:18]=2[CH3:23])=[O:35])=[N:43][C:42]=1[CH3:44]. The yield is 0.520. (5) The reactants are [C:1]1(=[O:7])[O:6][C:4](=[O:5])[CH2:3][CH2:2]1.[CH3:8][O:9][C:10]1[CH:15]=[CH:14][C:13]([CH2:16][OH:17])=[CH:12][CH:11]=1.C([O-])([O-])=O.[Na+].[Na+]. The catalyst is CC#N.CN(C1C=CN=CC=1)C.O. The product is [CH3:8][O:9][C:10]1[CH:15]=[CH:14][C:13]([CH2:16][O:17][C:4](=[O:5])[CH2:3][CH2:2][C:1]([OH:6])=[O:7])=[CH:12][CH:11]=1. The yield is 0.880. (6) The product is [N:19]([S:21][C:22]1([CH2:32][C:33]([O:8][CH2:7][C:6]([CH2:9][O:10][N+:11]([O-:13])=[O:12])([CH2:14][O:15][N+:16]([O-:18])=[O:17])[CH2:5][O:4][N+:1]([O-:3])=[O:2])=[O:34])[CH:29]2[CH2:30][CH:25]3[CH2:26][CH:27]([CH2:31][CH:23]1[CH2:24]3)[CH2:28]2)=[O:20]. The yield is 0.180. The reactants are [N+:1]([O:4][CH2:5][C:6]([CH2:14][O:15][N+:16]([O-:18])=[O:17])([CH2:9][O:10][N+:11]([O-:13])=[O:12])[CH2:7][OH:8])([O-:3])=[O:2].[N:19]([S:21][C:22]1([CH2:32][C:33](O)=[O:34])[CH:29]2[CH2:30][CH:25]3[CH2:26][CH:27]([CH2:31][CH:23]1[CH2:24]3)[CH2:28]2)=[O:20].Cl.CN(C)CCCN=C=NCC. The catalyst is ClCCl.CN(C)C1C=CN=CC=1. (7) The reactants are C([O:8][CH2:9][C:10]1([C:15]([OH:17])=[O:16])[CH2:14][CH2:13][CH2:12][O:11]1)C1C=CC=CC=1.N#N. The catalyst is CO.[Pd]. The product is [OH:8][CH2:9][C:10]1([C:15]([OH:17])=[O:16])[CH2:14][CH2:13][CH2:12][O:11]1. The yield is 1.00.